Dataset: Full USPTO retrosynthesis dataset with 1.9M reactions from patents (1976-2016). Task: Predict the reactants needed to synthesize the given product. (1) Given the product [ClH:36].[N:3]1([C:43]([C:44]2[CH:17]=[C:18]3[C:13](=[CH:14][CH:15]=2)[NH:12][C:11](=[C:10]2[C:9]4[C:4](=[CH:5][CH:6]=[CH:7][CH:8]=4)[NH:3][C:2]2=[O:1])[CH:20]=[CH:19]3)=[O:45])[CH2:42][CH2:41][CH2:9][CH2:10][CH2:2]1, predict the reactants needed to synthesize it. The reactants are: [O:1]=[C:2]1[C:10](=[C:11]2[CH:20]=[CH:19][C:18]3[C:13](=[CH:14][CH:15]=C(C(C4CCN(C(OC(C)(C)C)=O)CC4)=O)[CH:17]=3)[NH:12]2)[C:9]2[C:4](=[CH:5][CH:6]=[CH:7][CH:8]=2)[NH:3]1.[ClH:36].C(O[CH2:41][CH3:42])(=O)C.[CH2:43]([OH:45])[CH3:44]. (2) Given the product [NH2:1][C:2]1[C:3]([C:4]([NH:6][C:7]2[CH:8]=[N:9][CH:10]=[C:11]([F:28])[C:12]=2[N:13]2[CH2:14][CH2:15][CH:16]([C:19]([N:21]3[CH2:22][CH2:23][N:24]([CH3:27])[CH2:25][CH2:26]3)=[O:20])[CH2:17][CH2:18]2)=[O:35])=[C:29]([NH2:30])[NH:37][N:36]=1, predict the reactants needed to synthesize it. The reactants are: [NH2:1][C:2](C(Cl)(Cl)Cl)=[C:3]([C:29]#[N:30])[C:4]([NH:6][C:7]1[CH:8]=[N:9][CH:10]=[C:11]([F:28])[C:12]=1[N:13]1[CH2:18][CH2:17][CH:16]([C:19]([N:21]2[CH2:26][CH2:25][N:24]([CH3:27])[CH2:23][CH2:22]2)=[O:20])[CH2:15][CH2:14]1)=O.[OH2:35].[NH2:36][NH2:37]. (3) Given the product [Cl:1][C:2]1[CH:7]=[CH:6][C:5]([N:8]2[C:12]([C:13]3[N:18]=[C:17]([C:19]([NH2:37])=[O:21])[C:16](=[O:23])[N:15]([C:24]4[CH:29]=[CH:28][CH:27]=[C:26]([C:30]([F:32])([F:31])[F:33])[CH:25]=4)[C:14]=3[CH3:34])=[CH:11][CH:10]=[N:9]2)=[CH:4][CH:3]=1, predict the reactants needed to synthesize it. The reactants are: [Cl:1][C:2]1[CH:7]=[CH:6][C:5]([N:8]2[C:12]([C:13]3[N:18]=[C:17]([C:19]([O:21]C)=O)[C:16](=[O:23])[N:15]([C:24]4[CH:29]=[CH:28][CH:27]=[C:26]([C:30]([F:33])([F:32])[F:31])[CH:25]=4)[C:14]=3[CH3:34])=[CH:11][CH:10]=[N:9]2)=[CH:4][CH:3]=1.CO.[NH3:37]. (4) The reactants are: [CH2:1]1[C:6]2[CH:7]=[CH:8][C:9]([N:11]3[CH2:15][C@H:14]([CH2:16][NH:17][C:18](=[O:20])[CH3:19])[O:13][C:12]3=[O:21])=[CH:10][C:5]=2[CH2:4][CH2:3]S1.C[N+]1([O-])CCOCC1.[OH:30][S:31]([O-:33])=O.[Na+]. Given the product [O:30]=[S:31]1(=[O:33])[CH2:3][CH2:4][C:5]2[CH:10]=[C:9]([N:11]3[CH2:15][C@H:14]([CH2:16][NH:17][C:18](=[O:20])[CH3:19])[O:13][C:12]3=[O:21])[CH:8]=[CH:7][C:6]=2[CH2:1]1, predict the reactants needed to synthesize it. (5) Given the product [C:12]([C:14]1[CH:19]=[CH:18][C:17]([O:10][C:8]2[CH:7]=[CH:6][C:3]([C:4]#[N:5])=[C:2]([Cl:1])[CH:9]=2)=[CH:16][C:15]=1[Cl:21])(=[O:13])[CH3:11], predict the reactants needed to synthesize it. The reactants are: [Cl:1][C:2]1[CH:9]=[C:8]([OH:10])[CH:7]=[CH:6][C:3]=1[C:4]#[N:5].[CH3:11][C:12]([C:14]1[CH:19]=[CH:18][C:17](F)=[CH:16][C:15]=1[Cl:21])=[O:13].C([O-])([O-])=O.[K+].[K+].O. (6) Given the product [Br:1][C:2]1[N:6]([S:7]([C:10]2[CH:15]=[CH:14][CH:13]=[CH:12][CH:11]=2)(=[O:9])=[O:8])[CH:5]=[C:4]([CH:16]=[O:17])[CH:3]=1, predict the reactants needed to synthesize it. The reactants are: [Br:1][C:2]1[N:6]([S:7]([C:10]2[CH:15]=[CH:14][CH:13]=[CH:12][CH:11]=2)(=[O:9])=[O:8])[CH:5]=[C:4]([CH2:16][OH:17])[CH:3]=1.O.C[N+]1([O-])CCOCC1. (7) Given the product [CH3:39][N:38]1[C:34]([C:30]2[CH:29]=[C:28]([NH:27][C:26]([NH:18][CH2:17][C@H:12]3[C@@H:13]([CH3:16])[CH2:14][CH2:15][N:10]([CH2:9][CH2:8][C:5]4[CH:6]=[CH:7][C:2]([F:1])=[CH:3][CH:4]=4)[CH2:11]3)=[O:25])[CH:33]=[CH:32][CH:31]=2)=[N:35][N:36]=[N:37]1, predict the reactants needed to synthesize it. The reactants are: [F:1][C:2]1[CH:7]=[CH:6][C:5]([CH2:8][CH2:9][N:10]2[CH2:15][CH2:14][C@H:13]([CH3:16])[C@H:12]([CH2:17][NH2:18])[CH2:11]2)=[CH:4][CH:3]=1.C1([O:25][C:26](=O)[NH:27][C:28]2[CH:33]=[CH:32][CH:31]=[C:30]([C:34]3[N:38]([CH3:39])[N:37]=[N:36][N:35]=3)[CH:29]=2)C=CC=CC=1.C(N(CC)CC)C. (8) Given the product [CH3:1][O:2][C:3]1[CH:8]=[CH:7][C:6]([S:9](/[CH:12]=[CH:13]/[C:14]2[C:15]([NH:23][C:24]3[CH:28]=[CH:27][N:26]([CH3:29])[N:25]=3)=[N:16][C:17]([NH:41][C:40]3[CH:39]=[CH:38][C:37]([N:34]4[CH2:33][CH2:32][N:31]([CH3:30])[CH2:36][CH2:35]4)=[CH:43][CH:42]=3)=[N:18][CH:19]=2)(=[O:11])=[O:10])=[CH:5][CH:4]=1, predict the reactants needed to synthesize it. The reactants are: [CH3:1][O:2][C:3]1[CH:8]=[CH:7][C:6]([S:9](/[CH:12]=[CH:13]/[C:14]2[C:15]([NH:23][C:24]3[CH:28]=[CH:27][N:26]([CH3:29])[N:25]=3)=[N:16][C:17](S(C)=O)=[N:18][CH:19]=2)(=[O:11])=[O:10])=[CH:5][CH:4]=1.[CH3:30][N:31]1[CH2:36][CH2:35][N:34]([C:37]2[CH:43]=[CH:42][C:40]([NH2:41])=[CH:39][CH:38]=2)[CH2:33][CH2:32]1. (9) Given the product [C:1]([OH:8])(=[O:7])[CH:2]=[CH2:3].[NH2:26][C:9]([O:13][CH2:14][CH3:15])=[O:12], predict the reactants needed to synthesize it. The reactants are: [C:1]1(=[O:8])[O:7]CCC[CH2:3][CH2:2]1.[C:9]([O:13][CH2:14][CH2:15]O)(=[O:12])C=C.CC1(C)CC(C[N:26]=C=O)(C)CC(N=C=O)C1.C(C(CCCC)C([O-])=O)C.C(C(CCCC)C([O-])=O)C.C(C(CCCC)C([O-])=O)C.[Bi+3].C(C(CCCC)C(O)=O)C.